From a dataset of Catalyst prediction with 721,799 reactions and 888 catalyst types from USPTO. Predict which catalyst facilitates the given reaction. (1) Reactant: [CH3:1][O:2][C:3]([C:5]1[CH:6]=[C:7]2[C:12](=[CH:13][CH:14]=1)[NH:11][CH:10]([C:15]1[CH:16]=[C:17]([CH:21]=[CH:22][CH:23]=1)[C:18]([OH:20])=O)[C:9]([CH3:25])([CH3:24])[CH2:8]2)=[O:4].C(N1C=CN=C1)(N1C=CN=C1)=O.[CH3:38][S:39]([NH2:42])(=[O:41])=[O:40].N12CCCN=C1CCCCC2. Product: [CH3:24][C:9]1([CH3:25])[CH2:8][C:7]2[C:12](=[CH:13][CH:14]=[C:5]([C:3]([O:2][CH3:1])=[O:4])[CH:6]=2)[NH:11][CH:10]1[C:15]1[CH:23]=[CH:22][CH:21]=[C:17]([C:18](=[O:20])[NH:42][S:39]([CH3:38])(=[O:41])=[O:40])[CH:16]=1. The catalyst class is: 54. (2) Reactant: [OH:1][C:2]1[CH:11]=[C:10]2[C:5]([C:6](=[O:12])[NH:7][CH:8]=[N:9]2)=[CH:4][C:3]=1[O:13][CH3:14].[C:15](OC(=O)C)(=[O:17])[CH3:16].O. Product: [C:15]([O:1][C:2]1[CH:11]=[C:10]2[C:5]([C:6](=[O:12])[NH:7][CH:8]=[N:9]2)=[CH:4][C:3]=1[O:13][CH3:14])(=[O:17])[CH3:16]. The catalyst class is: 17. (3) Reactant: [O:1]=[C:2]1[C:10]2[C:5](=[CH:6][CH:7]=[CH:8][CH:9]=2)[C:4](=[O:11])[N:3]1[CH2:12][CH2:13][CH2:14][S:15](Cl)(=[O:17])=[O:16].C([N:22]([CH2:26][CH3:27])[CH:23]([CH3:25])C)(C)C.N1CCCC1. Product: [N:22]1([S:15]([CH2:14][CH2:13][CH2:12][N:3]2[C:2](=[O:1])[C:10]3[C:5](=[CH:6][CH:7]=[CH:8][CH:9]=3)[C:4]2=[O:11])(=[O:17])=[O:16])[CH2:23][CH2:25][CH2:27][CH2:26]1. The catalyst class is: 7. (4) Reactant: [NH2:1][C:2]1[CH:7]=[CH:6][C:5]([CH2:8][C:9]([O:11][C:12]([CH3:15])([CH3:14])[CH3:13])=[O:10])=[CH:4][C:3]=1[O:16][CH3:17].[C:18]1([CH3:27])[C:19]([N:24]=[C:25]=[O:26])=[CH:20][CH:21]=[CH:22][CH:23]=1. Product: [CH3:17][O:16][C:3]1[CH:4]=[C:5]([CH2:8][C:9]([O:11][C:12]([CH3:14])([CH3:13])[CH3:15])=[O:10])[CH:6]=[CH:7][C:2]=1[NH:1][C:25]([NH:24][C:19]1[CH:20]=[CH:21][CH:22]=[CH:23][C:18]=1[CH3:27])=[O:26]. The catalyst class is: 2.